Predict the reaction yield, written as a fraction of the theoretical maximum amount of product (1.0 means a 100% yield; for example, 0.34 means a 34% yield). From a dataset of Reaction yield outcomes from USPTO patents with 853,638 reactions. (1) The reactants are Br[C:2]1[C:10]2[CH2:9][CH2:8][N:7]([C:11]3[CH:16]=[CH:15][C:14]([N:17]4[CH2:22][CH2:21][CH2:20][CH2:19][C:18]4=[O:23])=[CH:13][CH:12]=3)[C:6](=[O:24])[C:5]=2[N:4]([C:25]2[CH:30]=[CH:29][C:28]([O:31][CH3:32])=[CH:27][CH:26]=2)[N:3]=1.CNC.CC(C)([O-])C.[Na+].C1(P(C2CCCCC2)C2C=CC=CC=2C2C=CC=CC=2N(C)C)CCCCC1. The yield is 0.180. The product is [CH3:32][O:31][C:28]1[CH:27]=[CH:26][C:25]([N:4]2[C:5]3[C:6](=[O:24])[N:7]([C:11]4[CH:16]=[CH:15][C:14]([N:17]5[CH2:22][CH2:21][CH2:20][CH2:19][C:18]5=[O:23])=[CH:13][CH:12]=4)[CH2:8][CH2:9][C:10]=3[CH:2]=[N:3]2)=[CH:30][CH:29]=1. The catalyst is C1(C)C=CC=CC=1.O1CCOCC1. (2) The reactants are [Cl:1][C:2]1[N:7]=[N:6][C:5]([NH:8][NH2:9])=[C:4]([CH3:10])[CH:3]=1.[CH3:11][C:12](O)=O.C([O-])(O)=O.[Na+]. The catalyst is C(Cl)Cl. The product is [Cl:1][C:2]1[CH:3]=[C:4]([CH3:10])[C:5]2[N:6]([C:11]([CH3:12])=[N:9][N:8]=2)[N:7]=1. The yield is 0.840. (3) The reactants are C(C(O[NH2:13])C(O)=O)(OC(C)(C)C)=[O:2].[C:14]([OH:20])([C:16]([F:19])([F:18])[F:17])=[O:15].[CH2:21]1[CH2:25]OCC1.O. The catalyst is C(Cl)Cl.O1CCOCC1.C1COCC1. The product is [C:14]([OH:20])([C:16]([F:19])([F:18])[F:17])=[O:15].[OH2:2].[C:25](#[N:13])[CH3:21]. The yield is 0.00100. (4) The reactants are [CH2:1]([O:5][C:6]1[CH:11]=[CH:10][C:9]([S:12]([NH:15][CH:16]([C:20]2[CH:25]=[CH:24][C:23]([OH:26])=[CH:22][CH:21]=2)[C:17]([OH:19])=O)(=[O:14])=[O:13])=[CH:8][CH:7]=1)[C:2]#[C:3][CH3:4].C([O-])(O)=O.[Na+].C(Cl)CCl.C1C=CC2N(O)N=NC=2C=1.Cl.[C:47]([O:51][NH2:52])([CH3:50])([CH3:49])[CH3:48]. The catalyst is CN(C=O)C. The product is [C:47]([O:51][NH:52][C:17](=[O:19])[CH:16]([NH:15][S:12]([C:9]1[CH:10]=[CH:11][C:6]([O:5][CH2:1][C:2]#[C:3][CH3:4])=[CH:7][CH:8]=1)(=[O:14])=[O:13])[C:20]1[CH:25]=[CH:24][C:23]([OH:26])=[CH:22][CH:21]=1)([CH3:50])([CH3:49])[CH3:48]. The yield is 0.830.